This data is from Forward reaction prediction with 1.9M reactions from USPTO patents (1976-2016). The task is: Predict the product of the given reaction. (1) Given the reactants C([O-])=O.[K+].C(O)=O.[Cl:8][C:9]1[CH:10]=[C:11]([C:15](=[O:17])[CH3:16])[CH:12]=[CH:13][CH:14]=1, predict the reaction product. The product is: [Cl:8][C:9]1[CH:10]=[C:11]([C@H:15]([OH:17])[CH3:16])[CH:12]=[CH:13][CH:14]=1. (2) Given the reactants F[C:2]1[N:7]=[C:6]([CH3:8])[C:5]([S:9]([CH3:12])(=[O:11])=[O:10])=[CH:4][CH:3]=1.[CH2:13]1[C:17]2([CH2:22][CH2:21][N:20]([C:23]([O:25][C:26]([CH3:29])([CH3:28])[CH3:27])=[O:24])[CH2:19][CH2:18]2)[CH2:16][CH2:15][NH:14]1.COC1C=CC=C(OC)C=1C1C=CC=CC=1P(C1CCCCC1)C1CCCCC1.C([O-])([O-])=O.[Cs+].[Cs+], predict the reaction product. The product is: [CH3:8][C:6]1[N:7]=[C:2]([N:14]2[CH2:15][CH2:16][C:17]3([CH2:22][CH2:21][N:20]([C:23]([O:25][C:26]([CH3:29])([CH3:28])[CH3:27])=[O:24])[CH2:19][CH2:18]3)[CH2:13]2)[CH:3]=[CH:4][C:5]=1[S:9]([CH3:12])(=[O:11])=[O:10]. (3) Given the reactants [CH3:1][O:2][C:3]1[CH:4]=[C:5]2[C:10](=[CH:11][C:12]=1[O:13][CH3:14])[N:9]=[CH:8]C=[C:6]2[O:15][C:16]1[CH:22]=[CH:21][C:19]([NH2:20])=[CH:18][CH:17]=1.C1(C)C=CC=CC=1.C([N:32](CC)CC)C.ClC(Cl)(O[C:41](=[O:47])OC(Cl)(Cl)Cl)Cl.[Cl:49][C:50]1[CH:51]=[C:52]([CH:56]=[CH:57][CH:58]=1)[CH:53]([OH:55])[CH3:54], predict the reaction product. The product is: [CH3:1][O:2][C:3]1[CH:4]=[C:5]2[C:10](=[CH:11][C:12]=1[O:13][CH3:14])[N:9]=[CH:8][N:32]=[C:6]2[O:15][C:16]1[CH:17]=[CH:18][C:19]([NH:20][C:41](=[O:47])[O:55][CH:53]([C:52]2[CH:56]=[CH:57][CH:58]=[C:50]([Cl:49])[CH:51]=2)[CH3:54])=[CH:21][CH:22]=1. (4) Given the reactants CS[C:3]1[S:4][CH2:5][C:6](=[O:8])[N:7]=1.[NH:9]1[CH2:14][CH2:13][CH:12]([C:15]([OH:17])=[O:16])[CH2:11][CH2:10]1, predict the reaction product. The product is: [O:8]=[C:6]1[CH2:5][S:4][C:3]([N:9]2[CH2:14][CH2:13][CH:12]([C:15]([OH:17])=[O:16])[CH2:11][CH2:10]2)=[N:7]1. (5) Given the reactants ClC(Cl)(Cl)CO[C:5](=[O:24])[NH:6][C:7]1[N:8]([C:16]2[CH:21]=[CH:20][CH:19]=[C:18]([CH2:22][OH:23])[CH:17]=2)[N:9]=[C:10]([C:12]([CH3:15])([CH3:14])[CH3:13])[CH:11]=1.[CH3:27][C@H:28]1[CH2:33][CH2:32][CH2:31][CH2:30][N:29]1[C:34]1[N:38]2[CH:39]=[C:40]([O:43][C@H:44]3[C:53]4[C:48](=[CH:49][CH:50]=[CH:51][CH:52]=4)[C@@H:47]([NH2:54])[CH2:46][CH2:45]3)[CH:41]=[CH:42][C:37]2=[N:36][N:35]=1.CCN(C(C)C)C(C)C.CO, predict the reaction product. The product is: [C:12]([C:10]1[CH:11]=[C:7]([NH:6][C:5]([NH:54][C@@H:47]2[C:48]3[C:53](=[CH:52][CH:51]=[CH:50][CH:49]=3)[C@H:44]([O:43][C:40]3[CH:41]=[CH:42][C:37]4[N:38]([C:34]([N:29]5[CH2:30][CH2:31][CH2:32][CH2:33][C@@H:28]5[CH3:27])=[N:35][N:36]=4)[CH:39]=3)[CH2:45][CH2:46]2)=[O:24])[N:8]([C:16]2[CH:21]=[CH:20][CH:19]=[C:18]([CH2:22][OH:23])[CH:17]=2)[N:9]=1)([CH3:14])([CH3:15])[CH3:13]. (6) Given the reactants Br[CH2:2][CH2:3][OH:4].[CH3:5][N:6]1[CH2:11][CH2:10][NH:9][CH2:8][CH2:7]1.C(=O)([O-])[O-].[K+].[K+], predict the reaction product. The product is: [OH:4][CH2:3][CH2:2][N:9]1[CH2:10][CH2:11][N:6]([CH3:5])[CH2:7][CH2:8]1. (7) Given the reactants [Cl:1][C:2]1[CH:3]=[C:4]2[C:8](=[CH:9][CH:10]=1)[N:7]([CH2:11][CH2:12][CH2:13][S:14]([CH3:17])(=[O:16])=[O:15])[C:6]([C:18](OCC)=[O:19])=[CH:5]2.[H-].[Al+3].[Li+].[H-].[H-].[H-], predict the reaction product. The product is: [Cl:1][C:2]1[CH:3]=[C:4]2[C:8](=[CH:9][CH:10]=1)[N:7]([CH2:11][CH2:12][CH2:13][S:14]([CH3:17])(=[O:16])=[O:15])[C:6]([CH2:18][OH:19])=[CH:5]2. (8) Given the reactants C(=O)([O-])[O-].[Cs+].[Cs+].[C:7]([O:15][CH2:16][CH3:17])(=[O:14])[CH2:8][C:9]([O:11][CH2:12][CH3:13])=[O:10].[F:18][C:19]1[CH:24]=[C:23]([CH:25]=[CH2:26])[CH:22]=[CH:21][C:20]=1[C:27]1[S:28][C:29]2[C:34]([N:35]=1)=[CH:33][CH:32]=[C:31]([C:36]1([C:39]3[CH:44]=[CH:43][CH:42]=[CH:41][CH:40]=3)[CH2:38][CH2:37]1)[N:30]=2.Cl, predict the reaction product. The product is: [F:18][C:19]1[CH:24]=[C:23]([CH:22]=[CH:21][C:20]=1[C:27]1[S:28][C:29]2[C:34]([N:35]=1)=[CH:33][CH:32]=[C:31]([C:36]1([C:39]3[CH:40]=[CH:41][CH:42]=[CH:43][CH:44]=3)[CH2:38][CH2:37]1)[N:30]=2)[CH2:25][CH2:26][CH:8]([C:9]([O:11][CH2:12][CH3:13])=[O:10])[C:7]([O:15][CH2:16][CH3:17])=[O:14]. (9) Given the reactants [OH:1][CH:2]([C:19]1[CH:24]=[CH:23][CH:22]=[CH:21][CH:20]=1)[C:3]1[CH:4]=[C:5]([C:16](O)=[O:17])[CH:6]=[C:7]([C:9]2[CH:14]=[CH:13][C:12]([CH3:15])=[CH:11][CH:10]=2)[CH:8]=1.Cl.Cl.[CH3:27][C:28]1[N:33]=[CH:32][C:31]([C@H:34]([NH2:36])[CH3:35])=[CH:30][CH:29]=1.F[P-](F)(F)(F)(F)F.C[N+](C)=C(N(C)C)ON1C2N=CC=CC=2N=N1.C(N(CC)C(C)C)(C)C, predict the reaction product. The product is: [OH:1][CH:2]([C:19]1[CH:24]=[CH:23][CH:22]=[CH:21][CH:20]=1)[C:3]1[CH:4]=[C:5]([C:16]([NH:36][C@@H:34]([C:31]2[CH:32]=[N:33][C:28]([CH3:27])=[CH:29][CH:30]=2)[CH3:35])=[O:17])[CH:6]=[C:7]([C:9]2[CH:10]=[CH:11][C:12]([CH3:15])=[CH:13][CH:14]=2)[CH:8]=1. (10) Given the reactants O[C:2]1([C:29]2[CH:34]=[CH:33][CH:32]=[CH:31][CH:30]=2)[CH2:7][CH2:6][CH:5]([N:8]2[CH2:11][CH:10]([NH:12][C:13]([CH2:15][NH:16][C:17](=[O:28])[C:18]3[CH:23]=[CH:22][CH:21]=[C:20]([C:24]([F:27])([F:26])[F:25])[CH:19]=3)=[O:14])[CH2:9]2)[CH2:4][CH2:3]1.CCN(S(F)(F)[F:41])CC, predict the reaction product. The product is: [F:41][C:2]1([C:29]2[CH:34]=[CH:33][CH:32]=[CH:31][CH:30]=2)[CH2:7][CH2:6][CH:5]([N:8]2[CH2:11][CH:10]([NH:12][C:13]([CH2:15][NH:16][C:17](=[O:28])[C:18]3[CH:23]=[CH:22][CH:21]=[C:20]([C:24]([F:27])([F:26])[F:25])[CH:19]=3)=[O:14])[CH2:9]2)[CH2:4][CH2:3]1.